This data is from NCI-60 drug combinations with 297,098 pairs across 59 cell lines. The task is: Regression. Given two drug SMILES strings and cell line genomic features, predict the synergy score measuring deviation from expected non-interaction effect. (1) Drug 1: CC=C1C(=O)NC(C(=O)OC2CC(=O)NC(C(=O)NC(CSSCCC=C2)C(=O)N1)C(C)C)C(C)C. Drug 2: C(CCl)NC(=O)N(CCCl)N=O. Cell line: NCI-H226. Synergy scores: CSS=47.8, Synergy_ZIP=4.21, Synergy_Bliss=4.86, Synergy_Loewe=-45.7, Synergy_HSA=2.81. (2) Drug 1: CC1=C(C(=CC=C1)Cl)NC(=O)C2=CN=C(S2)NC3=CC(=NC(=N3)C)N4CCN(CC4)CCO. Drug 2: C(CN)CNCCSP(=O)(O)O. Cell line: RXF 393. Synergy scores: CSS=16.3, Synergy_ZIP=-6.47, Synergy_Bliss=-3.65, Synergy_Loewe=-88.8, Synergy_HSA=-3.65.